The task is: Predict the reactants needed to synthesize the given product.. This data is from Full USPTO retrosynthesis dataset with 1.9M reactions from patents (1976-2016). (1) Given the product [CH3:53][N:48]1[C:49]2[C:44](=[C:43]([NH:42][C:14]3[C:19]([C:20]([F:21])([F:23])[F:22])=[CH:18][N:17]=[C:16]([NH:24][C:25]4[CH:39]=[CH:38][C:28]([CH2:29][P:30](=[O:37])([O:31][CH2:32][CH3:33])[O:34][CH2:35][CH3:36])=[CH:27][C:26]=4[O:40][CH3:41])[N:15]=3)[CH:52]=[CH:51][CH:50]=2)[C:45](=[O:55])[C:46]([CH3:54])=[CH:47]1, predict the reactants needed to synthesize it. The reactants are: NC1C=CC(F)=CC=1C(NC)=O.Cl[C:14]1[C:19]([C:20]([F:23])([F:22])[F:21])=[CH:18][N:17]=[C:16]([NH:24][C:25]2[CH:39]=[CH:38][C:28]([CH2:29][P:30](=[O:37])([O:34][CH2:35][CH3:36])[O:31][CH2:32][CH3:33])=[CH:27][C:26]=2[O:40][CH3:41])[N:15]=1.[NH2:42][C:43]1[CH:52]=[CH:51][CH:50]=[C:49]2[C:44]=1[C:45](=[O:55])[C:46]([CH3:54])=[CH:47][N:48]2[CH3:53]. (2) Given the product [CH3:11][C:9]1([CH3:12])[O:10][C@H:6]([CH2:5][CH2:4][CH:3]=[O:2])[C:7](=[O:13])[O:8]1, predict the reactants needed to synthesize it. The reactants are: C[O:2][CH:3]=[CH:4][CH2:5][C@H:6]1[O:10][C:9]([CH3:12])([CH3:11])[O:8][C:7]1=[O:13].CC(C)=O. (3) The reactants are: [NH:1]1[CH:5]=[N:4][CH:3]=[N:2]1.P(Cl)(Cl)(Cl)=O.C(N(CC)CC)C.[CH3:18][C:19]1[N:27]2[C:22]([C:23](=O)[NH:24][CH:25]=[N:26]2)=[C:21]([C:29]2[CH:30]=[N:31][N:32]([CH3:41])[C:33]=2[C:34]2[CH:39]=[CH:38][C:37]([CH3:40])=[CH:36][CH:35]=2)[N:20]=1. Given the product [CH3:18][C:19]1[N:27]2[C:22]([C:23]([N:1]3[CH:5]=[N:4][CH:3]=[N:2]3)=[N:24][CH:25]=[N:26]2)=[C:21]([C:29]2[CH:30]=[N:31][N:32]([CH3:41])[C:33]=2[C:34]2[CH:39]=[CH:38][C:37]([CH3:40])=[CH:36][CH:35]=2)[N:20]=1, predict the reactants needed to synthesize it. (4) Given the product [C:29]1([CH:7]([C:1]2[CH:2]=[CH:3][CH:4]=[CH:5][CH:6]=2)[N:8]2[C:16]3[C:11](=[CH:12][CH:13]=[CH:14][CH:15]=3)[C:10]3([C:17]4[CH:26]=[CH:25][C:20]5[O:21][CH2:22][CH2:23][O:24][C:19]=5[C:18]=4[O:27][CH2:35]3)[C:9]2=[O:28])[CH:30]=[CH:31][CH:32]=[CH:33][CH:34]=1, predict the reactants needed to synthesize it. The reactants are: [C:1]1([CH:7]([C:29]2[CH:34]=[CH:33][CH:32]=[CH:31][CH:30]=2)[N:8]2[C:16]3[C:11](=[CH:12][CH:13]=[CH:14][CH:15]=3)[CH:10]([C:17]3[CH:26]=[CH:25][C:20]4[O:21][CH2:22][CH2:23][O:24][C:19]=4[C:18]=3[OH:27])[C:9]2=[O:28])[CH:6]=[CH:5][CH:4]=[CH:3][CH:2]=1.[C:35]1(C(C2C=CC=CC=2)N2C3C(=CC=CC=3)C(C3C=C(C)C(OC)=CC=3O)C2=O)C=CC=CC=1. (5) Given the product [CH2:1]([NH:4][C:5](=[O:25])[NH:6][C:7]1[N:12]=[CH:11][C:10]([C:27]2[CH:32]=[CH:31][N:30]=[C:29]([C:33]([O:35][CH3:36])=[O:34])[CH:28]=2)=[C:9]([C:16]2[S:17][CH:18]=[C:19]([C:21]([F:24])([F:23])[F:22])[N:20]=2)[CH:8]=1)[CH2:2][CH3:3], predict the reactants needed to synthesize it. The reactants are: [CH2:1]([NH:4][C:5](=[O:25])[NH:6][C:7]1[N:12]=[CH:11][C:10](B(O)O)=[C:9]([C:16]2[S:17][CH:18]=[C:19]([C:21]([F:24])([F:23])[F:22])[N:20]=2)[CH:8]=1)[CH2:2][CH3:3].Cl[C:27]1[CH:32]=[CH:31][N:30]=[C:29]([C:33]([O:35][CH3:36])=[O:34])[CH:28]=1.C(=O)(O)[O-].[Na+].C(OCC)(=O)C. (6) Given the product [Br:1][C:2]1[CH:7]=[CH:6][C:5]([S:8][CH2:15][CH:16]([O:20][CH2:21][CH3:22])[O:17][CH2:18][CH3:19])=[C:4]([CH3:9])[CH:3]=1, predict the reactants needed to synthesize it. The reactants are: [Br:1][C:2]1[CH:7]=[CH:6][C:5]([SH:8])=[C:4]([CH3:9])[CH:3]=1.[O-]CC.[Na+].Br[CH2:15][CH:16]([O:20][CH2:21][CH3:22])[O:17][CH2:18][CH3:19]. (7) The reactants are: [I:1][C:2]1[CH:7]=[CH:6][C:5]([NH:8][C:9]2[N:14]=[CH:13][CH:12]=[CH:11][N:10]=2)=[CH:4][CH:3]=1.[H-].[Na+].[CH2:17](I)[CH3:18]. Given the product [I:1][C:2]1[CH:3]=[CH:4][C:5]([N:8]([CH2:17][CH3:18])[C:9]2[N:10]=[CH:11][CH:12]=[CH:13][N:14]=2)=[CH:6][CH:7]=1, predict the reactants needed to synthesize it.